Dataset: Full USPTO retrosynthesis dataset with 1.9M reactions from patents (1976-2016). Task: Predict the reactants needed to synthesize the given product. Given the product [NH2:34][CH:4]1[CH2:3][C:2]([F:44])([F:1])[CH2:6][CH:5]1[CH2:7][CH2:8][C@@H:9]1[N:14]([S:15]([C:18]2[CH:23]=[CH:22][CH:21]=[CH:20][CH:19]=2)(=[O:16])=[O:17])[CH2:13][CH2:12][N:11]([C:24]([O:26][CH2:27][C:28]2[CH:29]=[CH:30][CH:31]=[CH:32][CH:33]=2)=[O:25])[CH2:10]1, predict the reactants needed to synthesize it. The reactants are: [F:1][C:2]1([F:44])[CH2:6][CH:5]([CH2:7][CH2:8][C@@H:9]2[N:14]([S:15]([C:18]3[CH:23]=[CH:22][CH:21]=[CH:20][CH:19]=3)(=[O:17])=[O:16])[CH2:13][CH2:12][N:11]([C:24]([O:26][CH2:27][C:28]3[CH:33]=[CH:32][CH:31]=[CH:30][CH:29]=3)=[O:25])[CH2:10]2)[CH:4]([NH:34]C(OCC[Si](C)(C)C)=O)[CH2:3]1.CCCC[N+](CCCC)(CCCC)CCCC.[F-].